From a dataset of Forward reaction prediction with 1.9M reactions from USPTO patents (1976-2016). Predict the product of the given reaction. (1) Given the reactants [C:1]12([CH2:11][NH:12][C:13](=O)[CH2:14][C:15](=[O:20])[CH2:16][CH:17]([CH3:19])[CH3:18])[CH2:10][CH:5]3[CH2:6][CH:7]([CH2:9][CH:3]([CH2:4]3)[CH2:2]1)[CH2:8]2.[H-].[H-].[H-].[H-].[Li+].[Al+3].O.[OH-].[Na+], predict the reaction product. The product is: [C:1]12([CH2:11][NH:12][CH2:13][CH2:14][CH:15]([OH:20])[CH2:16][CH:17]([CH3:18])[CH3:19])[CH2:10][CH:5]3[CH2:6][CH:7]([CH2:9][CH:3]([CH2:4]3)[CH2:2]1)[CH2:8]2. (2) Given the reactants [CH2:1]([O:8][CH2:9][CH2:10][CH2:11][CH2:12][C:13]([OH:15])=O)[C:2]1[CH:7]=[CH:6][CH:5]=[CH:4][CH:3]=1.[CH2:16]([C@@H:23]1[CH2:27][O:26][C:25](=[O:28])[NH:24]1)[C:17]1[CH:22]=[CH:21][CH:20]=[CH:19][CH:18]=1.CCN=C=NCCCN(C)C.Cl, predict the reaction product. The product is: [CH2:16]([C@@H:23]1[CH2:27][O:26][C:25](=[O:28])[N:24]1[C:13](=[O:15])[CH2:12][CH2:11][CH2:10][CH2:9][O:8][CH2:1][C:2]1[CH:3]=[CH:4][CH:5]=[CH:6][CH:7]=1)[C:17]1[CH:18]=[CH:19][CH:20]=[CH:21][CH:22]=1. (3) Given the reactants C(=O)([O-])[O-].[K+].[K+].Br[CH2:8][C:9]([O:11][CH2:12][CH3:13])=[O:10].[Cl:14][C:15]1[CH:39]=[C:38]([Cl:40])[CH:37]=[CH:36][C:16]=1[CH2:17][N:18]1[C:22]2[CH:23]=[C:24]([C:28]3[CH:29]=[C:30]([OH:34])[CH:31]=[CH:32][CH:33]=3)[CH:25]=[C:26]([CH3:27])[C:21]=2[N:20]=[C:19]1[CH3:35], predict the reaction product. The product is: [Cl:14][C:15]1[CH:39]=[C:38]([Cl:40])[CH:37]=[CH:36][C:16]=1[CH2:17][N:18]1[C:22]2[CH:23]=[C:24]([C:28]3[CH:29]=[C:30]([CH:31]=[CH:32][CH:33]=3)[O:34][CH2:8][C:9]([O:11][CH2:12][CH3:13])=[O:10])[CH:25]=[C:26]([CH3:27])[C:21]=2[N:20]=[C:19]1[CH3:35]. (4) Given the reactants [CH:1]1([NH2:4])[CH2:3][CH2:2]1.Br[CH2:6][CH:7]1[C:16]2[C:11](=[C:12]([O:17][CH3:18])[CH:13]=[CH:14][CH:15]=2)[CH2:10][CH2:9][CH2:8]1, predict the reaction product. The product is: [CH3:18][O:17][C:12]1[CH:13]=[CH:14][CH:15]=[C:16]2[C:11]=1[CH2:10][CH2:9][CH2:8][CH:7]2[CH2:6][NH:4][CH:1]1[CH2:3][CH2:2]1. (5) Given the reactants FC(F)(F)C(O)=O.[O:8]=[C:9]([CH3:28])[CH2:10][O:11][C:12]1[CH:17]=[CH:16][C:15]([CH2:18][CH2:19][NH:20]C(=O)OC(C)(C)C)=[CH:14][CH:13]=1, predict the reaction product. The product is: [NH2:20][CH2:19][CH2:18][C:15]1[CH:16]=[CH:17][C:12]([O:11][CH2:10][C:9]([CH3:28])=[O:8])=[CH:13][CH:14]=1. (6) Given the reactants Cl[C:2]1[CH:10]=[CH:9][C:5]([C:6]([OH:8])=[O:7])=[CH:4][N:3]=1.[CH3:11][NH:12][CH3:13], predict the reaction product. The product is: [CH3:11][N:12]([CH3:13])[C:2]1[CH:10]=[CH:9][C:5]([C:6]([OH:8])=[O:7])=[CH:4][N:3]=1.